This data is from CYP2C19 inhibition data for predicting drug metabolism from PubChem BioAssay. The task is: Regression/Classification. Given a drug SMILES string, predict its absorption, distribution, metabolism, or excretion properties. Task type varies by dataset: regression for continuous measurements (e.g., permeability, clearance, half-life) or binary classification for categorical outcomes (e.g., BBB penetration, CYP inhibition). Dataset: cyp2c19_veith. The drug is CCc1ccc(OCCNC(=O)c2cc(SC)ccc2Cl)cc1. The result is 1 (inhibitor).